From a dataset of Reaction yield outcomes from USPTO patents with 853,638 reactions. Predict the reaction yield, written as a fraction of the theoretical maximum amount of product (1.0 means a 100% yield; for example, 0.34 means a 34% yield). (1) The reactants are [CH3:1][C:2]1[N:7]=[C:6]([C:8]2[CH:13]=[CH:12][CH:11]=[C:10]([C:14]3[CH:15]=[C:16]([NH2:20])[CH:17]=[CH:18][CH:19]=3)[N:9]=2)[CH:5]=[C:4]([C:21]2[CH:26]=[CH:25][C:24]([C:27]([F:30])([F:29])[F:28])=[CH:23][CH:22]=2)[CH:3]=1.C(N(CC)CC)C.[N:38]1([S:44](Cl)(=[O:46])=[O:45])[CH2:43][CH2:42][O:41][CH2:40][CH2:39]1. The catalyst is ClCCl. The product is [CH3:1][C:2]1[N:7]=[C:6]([C:8]2[CH:13]=[CH:12][CH:11]=[C:10]([C:14]3[CH:15]=[C:16]([NH:20][S:44]([N:38]4[CH2:43][CH2:42][O:41][CH2:40][CH2:39]4)(=[O:46])=[O:45])[CH:17]=[CH:18][CH:19]=3)[N:9]=2)[CH:5]=[C:4]([C:21]2[CH:26]=[CH:25][C:24]([C:27]([F:28])([F:30])[F:29])=[CH:23][CH:22]=2)[CH:3]=1. The yield is 0.130. (2) The reactants are [C:1]([C:3]1[C:23]([N+:24]([O-])=O)=[CH:22][CH:21]=[CH:20][C:4]=1[O:5][CH2:6][CH:7]1[CH2:12][CH2:11][CH2:10][N:9]([C:13]([O:15][C:16]([CH3:19])([CH3:18])[CH3:17])=[O:14])[CH2:8]1)#[N:2].C(OC(C)(C)C)=O. No catalyst specified. The product is [NH2:24][C:23]1[C:3]([C:1]#[N:2])=[C:4]([CH:20]=[CH:21][CH:22]=1)[O:5][CH2:6][CH:7]1[CH2:12][CH2:11][CH2:10][N:9]([C:13]([O:15][C:16]([CH3:19])([CH3:17])[CH3:18])=[O:14])[CH2:8]1. The yield is 1.00. (3) The reactants are Br[C:2]1[CH:3]=[C:4]([CH2:8][NH2:9])[CH:5]=[CH:6][CH:7]=1.C(OC(OC(C)(C)C)=O)(OC(C)(C)C)=O.CC1(C)C(C)(C)OB(B2OC(C)(C)C(C)(C)O2)O1.Cl[C:44]1[CH:49]=[CH:48][N:47]=[C:46]([NH2:50])[C:45]=1[N+:51]([O-])=O.[CH3:54][N:55]1[CH:59]=[C:58]([CH:60]=O)[CH:57]=[N:56]1.[C:62]([C:66]1[O:70][N:69]=[C:68]([C:71]([O-])=[O:72])[N:67]=1)([CH3:65])([CH3:64])[CH3:63]. No catalyst specified. The product is [C:62]([C:66]1[O:70][N:69]=[C:68]([C:71]([NH:9][CH2:8][C:4]2[CH:5]=[CH:6][CH:7]=[C:2]([C:44]3[CH:49]=[CH:48][N:47]=[C:46]4[NH:50][C:60]([C:58]5[CH:57]=[N:56][N:55]([CH3:54])[CH:59]=5)=[N:51][C:45]=34)[CH:3]=2)=[O:72])[N:67]=1)([CH3:65])([CH3:63])[CH3:64]. The yield is 0.0120.